Dataset: Forward reaction prediction with 1.9M reactions from USPTO patents (1976-2016). Task: Predict the product of the given reaction. (1) The product is: [N:10]1[C:11]2[C:6](=[CH:5][CH:4]=[CH:3][C:2]=2[C:12]2[C:17]([C:32]3[C:33]4[CH2:38][CH:37]=[CH:36][C:34]=4[S:35][CH:31]=3)=[C:18]([CH3:19])[CH:15]=[CH:14][C:13]=2[CH3:40])[CH:7]=[CH:8][CH:9]=1. Given the reactants Br[C:2]1[CH:3]=[CH:4][CH:5]=[C:6]2[C:11]=1[N:10]=[CH:9][CH:8]=[CH:7]2.[CH2:12]([Li])[CH2:13][CH2:14][CH3:15].[CH3:17][CH2:18][CH2:19]CCC.CC1C([C:31]2[S:35][C:34]3[C:36](=O)[CH:37]=[CH:38][C:33]=3[CH:32]=2)=CC(C)CC=1.[CH2:40]1COCC1, predict the reaction product. (2) Given the reactants C([O:8][C:9]1[CH:10]=[CH:11][C:12]2[C:16]([O:17][C:18]3[CH:32]=[CH:31][C:21]([O:22][CH2:23][CH2:24][N:25]4[CH2:30][CH2:29][CH2:28][CH2:27][CH2:26]4)=[CH:20][CH:19]=3)=[C:15]([C:33]3[CH:38]=[CH:37][C:36]([S:39]([CH2:42][CH3:43])(=[O:41])=[O:40])=[CH:35][CH:34]=3)[S:14][C:13]=2[CH:44]=1)C1C=CC=CC=1.C([O-])=O.[NH4+], predict the reaction product. The product is: [CH2:42]([S:39]([C:36]1[CH:37]=[CH:38][C:33]([C:15]2[S:14][C:13]3[CH:44]=[C:9]([OH:8])[CH:10]=[CH:11][C:12]=3[C:16]=2[O:17][C:18]2[CH:32]=[CH:31][C:21]([O:22][CH2:23][CH2:24][N:25]3[CH2:30][CH2:29][CH2:28][CH2:27][CH2:26]3)=[CH:20][CH:19]=2)=[CH:34][CH:35]=1)(=[O:41])=[O:40])[CH3:43]. (3) Given the reactants [CH2:1]([O:3][C:4]1[CH:5]=[C:6]([CH:9]=[CH:10][C:11]=1[O:12][CH3:13])[CH:7]=O)[CH3:2].[C:14]([NH:22][OH:23])([CH2:17][C:18]([CH3:21])([CH3:20])[CH3:19])([CH3:16])[CH3:15].Cl, predict the reaction product. The product is: [CH2:1]([O:3][C:4]1[CH:5]=[C:6]([CH:7]=[N+:22]([C:14]([CH2:17][C:18]([CH3:21])([CH3:20])[CH3:19])([CH3:16])[CH3:15])[O-:23])[CH:9]=[CH:10][C:11]=1[O:12][CH3:13])[CH3:2]. (4) Given the reactants [NH2:1][C:2]1[C:7]([NH2:8])=[C:6]([NH:9][C@@H:10]2[C@@H:15]3[CH2:16][C@@H:12]([CH:13]=[CH:14]3)[C@@H:11]2[C:17]([NH2:19])=[O:18])[C:5]([Br:20])=[CH:4][N:3]=1.[Cl:21][C:22]1[N:23]=[C:24]([N:29]([CH3:31])[CH3:30])[S:25][C:26]=1[CH:27]=O.C([O-])(=O)C.[NH4+], predict the reaction product. The product is: [Br:20][C:5]1[C:6]([NH:9][C@@H:10]2[C@@H:15]3[CH2:16][C@@H:12]([CH:13]=[CH:14]3)[C@@H:11]2[C:17]([NH2:19])=[O:18])=[C:7]2[N:8]=[C:27]([C:26]3[S:25][C:24]([N:29]([CH3:31])[CH3:30])=[N:23][C:22]=3[Cl:21])[NH:1][C:2]2=[N:3][CH:4]=1. (5) Given the reactants [N:1]1[CH:6]=[CH:5][CH:4]=[CH:3][C:2]=1[C:7]([NH:9][C:10]1[C:11]([C:21]([OH:23])=O)=[N:12][N:13]([CH:15]2[CH2:20][CH2:19][CH2:18][CH2:17][O:16]2)[CH:14]=1)=[O:8].[OH:24][CH:25]([CH2:28][CH3:29])[CH2:26][NH2:27].CCN=C=NCCCN(C)C.C1C=CC2N(O)N=NC=2C=1.C(=O)([O-])O.[Na+], predict the reaction product. The product is: [OH:24][CH:25]([CH2:28][CH3:29])[CH2:26][NH:27][C:21]([C:11]1[C:10]([NH:9][C:7]([C:2]2[CH:3]=[CH:4][CH:5]=[CH:6][N:1]=2)=[O:8])=[CH:14][N:13]([CH:15]2[CH2:20][CH2:19][CH2:18][CH2:17][O:16]2)[N:12]=1)=[O:23]. (6) The product is: [F:1][CH2:24][C@@H:22]([OH:23])[C@@H:20]([OH:21])[C@H:18]([OH:19])[C:15](=[O:16])[CH2:14][OH:13]. Given the reactants [F-:1].[Cs+].C(O)(CC)(C)C.[F-].C[O-].[Na+].[OH:13][CH2:14][C:15]1([O:23][C@H:22]([CH2:24]O)[C@@H:20]([OH:21])[C@@H:18]1[OH:19])[O:16]C, predict the reaction product. (7) Given the reactants [C:1]([O:8][CH2:9][CH3:10])(=[O:7])[CH2:2][CH2:3][C:4]([CH3:6])=[O:5].[CH2:11](O)[CH2:12][OH:13].C1(C)C=CC(S(O)(=O)=O)=CC=1.[NH+]1C=CC=CC=1.O, predict the reaction product. The product is: [CH3:6][C:4]1([CH2:3][CH2:2][C:1]([O:8][CH2:9][CH3:10])=[O:7])[O:13][CH2:12][CH2:11][O:5]1.